From a dataset of Reaction yield outcomes from USPTO patents with 853,638 reactions. Predict the reaction yield, written as a fraction of the theoretical maximum amount of product (1.0 means a 100% yield; for example, 0.34 means a 34% yield). The reactants are [NH:1]([C:3](=[O:15])[CH2:4][CH2:5][N:6]([CH3:14])[C:7](=[O:13])[O:8][C:9]([CH3:12])([CH3:11])[CH3:10])[NH2:2].[CH2:16]([O:23][N:24]1[C:30](=[O:31])[N:29]2[CH2:32][C@H:25]1[CH2:26][CH2:27][C@H:28]2[C:33](O)=[O:34])[C:17]1[CH:22]=[CH:21][CH:20]=[CH:19][CH:18]=1.CN(C(ON1N=NC2C=CC=NC1=2)=[N+](C)C)C.F[P-](F)(F)(F)(F)F.CCN(C(C)C)C(C)C. The catalyst is CN(C=O)C. The product is [CH2:16]([O:23][N:24]1[C:30](=[O:31])[N:29]2[CH2:32][C@H:25]1[CH2:26][CH2:27][C@H:28]2[C:33]([NH:2][NH:1][C:3](=[O:15])[CH2:4][CH2:5][N:6]([CH3:14])[C:7](=[O:13])[O:8][C:9]([CH3:10])([CH3:11])[CH3:12])=[O:34])[C:17]1[CH:18]=[CH:19][CH:20]=[CH:21][CH:22]=1. The yield is 0.780.